Task: Predict the reactants needed to synthesize the given product.. Dataset: Full USPTO retrosynthesis dataset with 1.9M reactions from patents (1976-2016) (1) Given the product [Cl:1][C:2]1[CH:3]=[C:4]([C@@H:8]([C@@H:17]2[O:22][CH2:21][CH2:20][N:19]([C:23](=[O:47])[NH:24][C@H:25]([C@H:33]([OH:46])[CH2:34][NH:35][CH3:36])[CH2:26][CH:27]3[CH2:32][CH2:31][O:30][CH2:29][CH2:28]3)[CH2:18]2)[O:9][CH2:10][CH2:11][NH:12][C:13](=[O:16])[O:14][CH3:15])[CH:5]=[CH:6][CH:7]=1, predict the reactants needed to synthesize it. The reactants are: [Cl:1][C:2]1[CH:3]=[C:4]([C@@H:8]([C@@H:17]2[O:22][CH2:21][CH2:20][N:19]([C:23](=[O:47])[NH:24][C@H:25]([C@H:33]([OH:46])[CH2:34][N:35](C)[C:36](OCC[Si](C)(C)C)=O)[CH2:26][CH:27]3[CH2:32][CH2:31][O:30][CH2:29][CH2:28]3)[CH2:18]2)[O:9][CH2:10][CH2:11][NH:12][C:13](=[O:16])[O:14][CH3:15])[CH:5]=[CH:6][CH:7]=1.[N+](CC)(CC)(CC)CC.[F-]. (2) Given the product [I:1][C:2]1[CH:7]=[CH:6][C:5]([C:8]([N:10]2[CH2:14][CH2:13][C@H:12]([N:20]3[CH2:25][CH2:24][CH2:23][CH2:22][CH2:21]3)[CH2:11]2)=[O:9])=[CH:4][CH:3]=1, predict the reactants needed to synthesize it. The reactants are: [I:1][C:2]1[CH:7]=[CH:6][C:5]([C:8]([N:10]2[CH2:14][CH2:13][C@@H:12](OS(C)(=O)=O)[CH2:11]2)=[O:9])=[CH:4][CH:3]=1.[NH:20]1[CH2:25][CH2:24][CH2:23][CH2:22][CH2:21]1. (3) Given the product [CH2:7]([O:6][C:1]([C:2]1[C:18]([C:19]2[CH:24]=[CH:23][CH:22]=[CH:21][C:20]=2[F:25])=[N:17][O:16][C:3]=1[CH3:4])=[O:5])[CH3:8], predict the reactants needed to synthesize it. The reactants are: [C:1]([O:6][CH2:7][CH3:8])(=[O:5])[C:2]#[C:3][CH3:4].C(N(CC)CC)C.[OH:16]/[N:17]=[C:18](\Cl)/[C:19]1[CH:24]=[CH:23][CH:22]=[CH:21][C:20]=1[F:25]. (4) Given the product [CH2:11]1[O:22][C:21]2[CH:20]=[C:19]3[C:15]([C:16]([CH:4]=[O:5])=[CH:17][NH:18]3)=[CH:14][C:13]=2[O:12]1, predict the reactants needed to synthesize it. The reactants are: CN([CH:4]=[O:5])C.O=P(Cl)(Cl)Cl.[CH2:11]1[O:22][C:21]2[CH:20]=[C:19]3[C:15]([CH:16]=[CH:17][NH:18]3)=[CH:14][C:13]=2[O:12]1.[OH-].[Na+].